This data is from Reaction yield outcomes from USPTO patents with 853,638 reactions. The task is: Predict the reaction yield, written as a fraction of the theoretical maximum amount of product (1.0 means a 100% yield; for example, 0.34 means a 34% yield). (1) The reactants are C([O:8][C:9]1[CH:18]=[C:17]2[C:12]([C:13]([NH:19][C:20]3[CH:24]=[C:23]([CH2:25][C:26]([NH:28][C:29]4[CH:34]=[CH:33][CH:32]=[C:31]([F:35])[CH:30]=4)=[O:27])[NH:22][N:21]=3)=[N:14][CH:15]=[N:16]2)=[CH:11][C:10]=1[F:36])C1C=CC=CC=1.C(OCC)C. The catalyst is FC(F)(F)C(O)=O. The product is [F:36][C:10]1[CH:11]=[C:12]2[C:17](=[CH:18][C:9]=1[OH:8])[N:16]=[CH:15][N:14]=[C:13]2[NH:19][C:20]1[CH:24]=[C:23]([CH2:25][C:26]([NH:28][C:29]2[CH:34]=[CH:33][CH:32]=[C:31]([F:35])[CH:30]=2)=[O:27])[NH:22][N:21]=1. The yield is 1.00. (2) The reactants are [OH:1][C@H:2]1[CH2:7][CH2:6][C@H:5]([C:8]([O:10][CH3:11])=[O:9])[CH2:4][CH2:3]1.[H-].[Na+].[CH2:14](I)[CH3:15].C(OCC)(=O)C. The catalyst is CN(C=O)C. The product is [CH2:14]([O:1][C@H:2]1[CH2:3][CH2:4][C@H:5]([C:8]([O:10][CH3:11])=[O:9])[CH2:6][CH2:7]1)[CH3:15]. The yield is 0.580. (3) The reactants are [CH3:1][O:2][C:3]([C@@H:5]1[C@@H:10]2[CH2:11][C@@H:7]([CH:8]=[CH:9]2)[C@@H:6]1C(O)=O)=[O:4].C([N:17](CC)CC)C.Cl[C:23]([O:25][CH2:26][CH3:27])=[O:24].[N-]=[N+]=[N-].[Na+].[CH2:32](O)[C:33]1C=C[CH:36]=[CH:35][CH:34]=1. The catalyst is O1CCCC1.O.C1C=CC=CC=1.ClCCl. The product is [CH2:26]([O:25][C:23]([NH:17][C@H:6]1[C@H:7]2[CH2:11][C@H:10]([CH:9]=[CH:8]2)[C@H:5]1[C:3]([O:2][CH3:1])=[O:4])=[O:24])[C:27]1[CH:36]=[CH:35][CH:34]=[CH:33][CH:32]=1. The yield is 0.770. (4) The reactants are [F:1][CH2:2][C:3]1([C:8]([O:10][CH2:11][CH3:12])=[O:9])[CH2:7][CH2:6][NH:5][CH2:4]1.C(=O)([O-])[O-].[Na+].[Na+].Cl[C:20]([O:22][CH2:23][C:24]1[CH:29]=[CH:28][CH:27]=[CH:26][CH:25]=1)=[O:21]. The catalyst is O1CCOCC1.O. The product is [F:1][CH2:2][C:3]1([C:8]([O:10][CH2:11][CH3:12])=[O:9])[CH2:7][CH2:6][N:5]([C:20]([O:22][CH2:23][C:24]2[CH:29]=[CH:28][CH:27]=[CH:26][CH:25]=2)=[O:21])[CH2:4]1. The yield is 1.00. (5) The reactants are [Cl:1][C:2]1[CH:7]=[CH:6][N:5]=[C:4]2[CH:8]=[CH:9][S:10][C:3]=12.[Li][CH2:12]CCC.IC. No catalyst specified. The product is [Cl:1][C:2]1[CH:7]=[CH:6][N:5]=[C:4]2[CH:8]=[C:9]([CH3:12])[S:10][C:3]=12. The yield is 0.810.